From a dataset of Full USPTO retrosynthesis dataset with 1.9M reactions from patents (1976-2016). Predict the reactants needed to synthesize the given product. (1) Given the product [CH:27]1([NH:26][C:24]([C:18]2[CH:17]=[C:16]([C:3]3[CH:4]=[CH:5][C:6]([C:8]([NH:10][CH2:11][C:12]([CH3:13])([CH3:15])[CH3:14])=[O:9])=[CH:7][C:2]=3[NH:1][C:38]([NH:37][CH2:30][C:31]3[CH:36]=[CH:35][CH:34]=[CH:33][CH:32]=3)=[O:39])[C:21]([CH3:22])=[C:20]([F:23])[CH:19]=2)=[O:25])[CH2:29][CH2:28]1, predict the reactants needed to synthesize it. The reactants are: [NH2:1][C:2]1[CH:7]=[C:6]([C:8]([NH:10][CH2:11][C:12]([CH3:15])([CH3:14])[CH3:13])=[O:9])[CH:5]=[CH:4][C:3]=1[C:16]1[C:21]([CH3:22])=[C:20]([F:23])[CH:19]=[C:18]([C:24]([NH:26][CH:27]2[CH2:29][CH2:28]2)=[O:25])[CH:17]=1.[CH2:30]([N:37]=[C:38]=[O:39])[C:31]1[CH:36]=[CH:35][CH:34]=[CH:33][CH:32]=1.CCN(CC)CC. (2) Given the product [Cl:37][C:38]1[CH:45]=[CH:44][CH:43]=[C:42]([F:46])[C:39]=1[CH2:40][N:25]1[CH2:26][CH2:27][CH2:28][CH:24]1[CH2:23][NH:22][C:18]1[N:17]=[C:16]([NH2:29])[N:15]2[N:14]=[C:13]([C:9]3[O:8][CH:12]=[CH:11][CH:10]=3)[N:21]=[C:20]2[CH:19]=1, predict the reactants needed to synthesize it. The reactants are: C(O)(C(F)(F)F)=O.[O:8]1[CH:12]=[CH:11][CH:10]=[C:9]1[C:13]1[N:21]=[C:20]2[N:15]([C:16]([NH2:29])=[N:17][C:18]([NH:22][CH2:23][CH:24]3[CH2:28][CH2:27][CH2:26][NH:25]3)=[CH:19]2)[N:14]=1.CCN(CC)CC.[Cl:37][C:38]1[CH:45]=[CH:44][CH:43]=[C:42]([F:46])[C:39]=1[CH:40]=O.C(O[BH-](OC(=O)C)OC(=O)C)(=O)C.[Na+]. (3) Given the product [F:1][C:2]1[CH:3]=[C:4]([N:9]2[CH2:13][C@H:12]([CH2:14][N:15]3[CH:19]=[CH:18][N:17]=[N:16]3)[O:11][C:10]2=[O:24])[CH:5]=[CH:6][C:7]=1[I:8], predict the reactants needed to synthesize it. The reactants are: [F:1][C:2]1[CH:3]=[C:4]([N:9]2[CH2:13][C@H:12]([CH2:14][N:15]3[CH:19]=[C:18]([Si](C)(C)C)[N:17]=[N:16]3)[O:11][C:10]2=[O:24])[CH:5]=[CH:6][C:7]=1[I:8].[F-].C([N+](CCCC)(CCCC)CCCC)CCC.C1COCC1. (4) Given the product [Cl:22][CH2:14][C:11]1[CH:12]=[CH:13][C:8]([O:7][C:6]2[CH:16]=[CH:17][C:3]([C:2]([F:19])([F:18])[F:1])=[CH:4][CH:5]=2)=[CH:9][CH:10]=1, predict the reactants needed to synthesize it. The reactants are: [F:1][C:2]([F:19])([F:18])[C:3]1[CH:17]=[CH:16][C:6]([O:7][C:8]2[CH:13]=[CH:12][C:11]([CH2:14]O)=[CH:10][CH:9]=2)=[CH:5][CH:4]=1.S(Cl)([Cl:22])=O.N1C2C=CC=CC=2N=N1.